Predict the reactants needed to synthesize the given product. From a dataset of Full USPTO retrosynthesis dataset with 1.9M reactions from patents (1976-2016). Given the product [CH3:20][NH:21][C:11]([C:3]1[O:4][C:5]2[CH:10]=[CH:9][CH:8]=[CH:7][C:6]=2[C:2]=1[CH3:1])=[O:13], predict the reactants needed to synthesize it. The reactants are: [CH3:1][C:2]1[C:6]2[CH:7]=[CH:8][CH:9]=[CH:10][C:5]=2[O:4][C:3]=1[C:11]([OH:13])=O.C(Cl)(=O)C(Cl)=O.[CH3:20][NH2:21].O.